Dataset: Full USPTO retrosynthesis dataset with 1.9M reactions from patents (1976-2016). Task: Predict the reactants needed to synthesize the given product. (1) Given the product [N:1]([CH2:4][CH:5]([CH2:6][C:7]1[CH:12]=[CH:11][CH:10]=[CH:9][CH:8]=1)[O:13][CH2:16][C:17]1[CH:22]=[CH:21][CH:20]=[CH:19][CH:18]=1)=[N+:2]=[N-:3], predict the reactants needed to synthesize it. The reactants are: [N:1]([CH2:4][CH:5]([OH:13])[CH2:6][C:7]1[CH:12]=[CH:11][CH:10]=[CH:9][CH:8]=1)=[N+:2]=[N-:3].[H-].[Na+].[CH2:16](Br)[C:17]1[CH:22]=[CH:21][CH:20]=[CH:19][CH:18]=1. (2) Given the product [NH2:16][C:9]1[C:8]2[N:7]=[C:6]([CH2:26][OH:27])[N:5]([CH2:1][CH:2]([CH3:4])[CH3:3])[C:13]=2[C:12]([CH3:14])=[C:11]([CH3:15])[N:10]=1, predict the reactants needed to synthesize it. The reactants are: [CH2:1]([N:5]1[C:13]2[C:12]([CH3:14])=[C:11]([CH3:15])[N:10]=[C:9]([NH:16]CC3C=CC(OC)=CC=3)[C:8]=2[N:7]=[C:6]1[CH2:26][OH:27])[CH:2]([CH3:4])[CH3:3]. (3) The reactants are: [NH2:1][C:2](=[O:36])[CH2:3][O:4][C:5]1[C:13]([C:14]2[CH:15]=[CH:16][C:17]3[O:21][C:20]([C:22]4[CH:27]=[CH:26][C:25]([F:28])=[CH:24][CH:23]=4)=[C:19]([C:29](=[O:32])[NH:30][CH3:31])[C:18]=3[CH:33]=2)=[CH:12][C:8]([C:9]([OH:11])=O)=[C:7]([O:34][CH3:35])[CH:6]=1.[CH3:37][C:38]([NH2:41])([CH3:40])[CH3:39].CN(C(O[N:50]1N=N[C:52]2[CH:53]=[CH:54]C=N[C:51]1=2)=[N+](C)C)C.F[P-](F)(F)(F)(F)F. Given the product [NH2:1][C:2](=[O:36])[CH2:3][O:4][C:5]1[CH:6]=[C:7]([O:34][CH3:35])[C:8]([C:9](=[O:11])[NH:41][C:38]2([C:40]3[CH:54]=[CH:53][CH:52]=[CH:51][N:50]=3)[CH2:39][CH2:37]2)=[CH:12][C:13]=1[C:14]1[CH:15]=[CH:16][C:17]2[O:21][C:20]([C:22]3[CH:27]=[CH:26][C:25]([F:28])=[CH:24][CH:23]=3)=[C:19]([C:29]([NH:30][CH3:31])=[O:32])[C:18]=2[CH:33]=1, predict the reactants needed to synthesize it. (4) The reactants are: Br[C:2]1[CH:3]=[N:4][C:5]([CH3:8])=[N:6][CH:7]=1.[C:9]([O:13][CH3:14])(=[O:12])[CH:10]=[CH2:11].C1(P(C2C=CC=CC=2)C2C=CC=CC=2)C=CC=CC=1.C(N(CC)CC)C. Given the product [CH3:14][O:13][C:9](=[O:12])[CH:10]=[CH:11][C:2]1[CH:3]=[N:4][C:5]([CH3:8])=[N:6][CH:7]=1, predict the reactants needed to synthesize it.